This data is from NCI-60 drug combinations with 297,098 pairs across 59 cell lines. The task is: Regression. Given two drug SMILES strings and cell line genomic features, predict the synergy score measuring deviation from expected non-interaction effect. (1) Drug 1: C1CNP(=O)(OC1)N(CCCl)CCCl. Drug 2: COCCOC1=C(C=C2C(=C1)C(=NC=N2)NC3=CC=CC(=C3)C#C)OCCOC.Cl. Cell line: NCIH23. Synergy scores: CSS=3.30, Synergy_ZIP=-2.94, Synergy_Bliss=-4.85, Synergy_Loewe=-13.8, Synergy_HSA=-7.14. (2) Drug 1: CNC(=O)C1=CC=CC=C1SC2=CC3=C(C=C2)C(=NN3)C=CC4=CC=CC=N4. Drug 2: CCC1=CC2CC(C3=C(CN(C2)C1)C4=CC=CC=C4N3)(C5=C(C=C6C(=C5)C78CCN9C7C(C=CC9)(C(C(C8N6C)(C(=O)OC)O)OC(=O)C)CC)OC)C(=O)OC.C(C(C(=O)O)O)(C(=O)O)O. Cell line: COLO 205. Synergy scores: CSS=68.7, Synergy_ZIP=11.2, Synergy_Bliss=8.58, Synergy_Loewe=-16.6, Synergy_HSA=6.37.